From a dataset of NCI-60 drug combinations with 297,098 pairs across 59 cell lines. Regression. Given two drug SMILES strings and cell line genomic features, predict the synergy score measuring deviation from expected non-interaction effect. (1) Drug 1: CC1=CC2C(CCC3(C2CCC3(C(=O)C)OC(=O)C)C)C4(C1=CC(=O)CC4)C. Drug 2: N.N.Cl[Pt+2]Cl. Cell line: A498. Synergy scores: CSS=4.32, Synergy_ZIP=3.72, Synergy_Bliss=0.911, Synergy_Loewe=-0.473, Synergy_HSA=-0.214. (2) Cell line: RXF 393. Drug 2: C(CC(=O)O)C(=O)CN.Cl. Synergy scores: CSS=9.19, Synergy_ZIP=-2.88, Synergy_Bliss=0.0963, Synergy_Loewe=-4.69, Synergy_HSA=-0.0638. Drug 1: CC1CCC2CC(C(=CC=CC=CC(CC(C(=O)C(C(C(=CC(C(=O)CC(OC(=O)C3CCCCN3C(=O)C(=O)C1(O2)O)C(C)CC4CCC(C(C4)OC)O)C)C)O)OC)C)C)C)OC. (3) Drug 1: CC=C1C(=O)NC(C(=O)OC2CC(=O)NC(C(=O)NC(CSSCCC=C2)C(=O)N1)C(C)C)C(C)C. Drug 2: CS(=O)(=O)CCNCC1=CC=C(O1)C2=CC3=C(C=C2)N=CN=C3NC4=CC(=C(C=C4)OCC5=CC(=CC=C5)F)Cl. Cell line: HOP-62. Synergy scores: CSS=56.1, Synergy_ZIP=-2.42, Synergy_Bliss=-3.64, Synergy_Loewe=-5.19, Synergy_HSA=-1.11. (4) Drug 2: CN(C)N=NC1=C(NC=N1)C(=O)N. Cell line: SK-MEL-28. Synergy scores: CSS=-9.91, Synergy_ZIP=1.79, Synergy_Bliss=-6.69, Synergy_Loewe=-9.94, Synergy_HSA=-9.74. Drug 1: CC1=C(C=C(C=C1)NC2=NC=CC(=N2)N(C)C3=CC4=NN(C(=C4C=C3)C)C)S(=O)(=O)N.Cl. (5) Drug 1: CS(=O)(=O)C1=CC(=C(C=C1)C(=O)NC2=CC(=C(C=C2)Cl)C3=CC=CC=N3)Cl. Drug 2: CCCCC(=O)OCC(=O)C1(CC(C2=C(C1)C(=C3C(=C2O)C(=O)C4=C(C3=O)C=CC=C4OC)O)OC5CC(C(C(O5)C)O)NC(=O)C(F)(F)F)O. Cell line: PC-3. Synergy scores: CSS=2.88, Synergy_ZIP=-1.17, Synergy_Bliss=-2.18, Synergy_Loewe=-1.02, Synergy_HSA=-2.45. (6) Drug 1: CCN(CC)CCNC(=O)C1=C(NC(=C1C)C=C2C3=C(C=CC(=C3)F)NC2=O)C. Drug 2: C1C(C(OC1N2C=NC3=C2NC=NCC3O)CO)O. Cell line: OVCAR3. Synergy scores: CSS=-11.4, Synergy_ZIP=3.04, Synergy_Bliss=-4.61, Synergy_Loewe=-8.66, Synergy_HSA=-9.92.